Task: Predict the reaction yield, written as a fraction of the theoretical maximum amount of product (1.0 means a 100% yield; for example, 0.34 means a 34% yield).. Dataset: Reaction yield outcomes from USPTO patents with 853,638 reactions (1) The reactants are [Br:1][C:2]1[S:3][C:4]([C:7]2[C:8]3[CH:15]=[CH:14][N:13](COCC[Si](C)(C)C)[C:9]=3[N:10]=[CH:11][N:12]=2)=[CH:5][N:6]=1. The catalyst is C(Cl)Cl.C(O)(C(F)(F)F)=O. The product is [Br:1][C:2]1[S:3][C:4]([C:7]2[C:8]3[CH:15]=[CH:14][NH:13][C:9]=3[N:10]=[CH:11][N:12]=2)=[CH:5][N:6]=1. The yield is 0.720. (2) The product is [NH:18]1[CH:19]=[N:20][C:16]([C:12]2[CH:11]=[C:10]3[C:15](=[CH:14][CH:13]=2)[NH:7][N:8]=[C:9]3[C:40]2[CH:45]=[CH:44][C:43]([NH:46][C:60](=[O:56])[CH2:59][C:58]3[CH:50]=[CH:49][CH:48]=[CH:47][CH:57]=3)=[CH:42][CH:41]=2)=[N:17]1. The reactants are O1CCCCC1[N:7]1[C:15]2[C:10](=[CH:11][C:12]([C:16]3[N:20]=[CH:19][N:18](C(C4C=CC=CC=4)(C4C=CC=CC=4)C4C=CC=CC=4)[N:17]=3)=[CH:13][CH:14]=2)[C:9]([C:40]2[CH:45]=[CH:44][C:43]([NH2:46])=[CH:42][CH:41]=2)=[N:8]1.[C:47](Cl)(=O)[C:48]1C=CC=[CH:50][CH:49]=1.[O:56]1[CH2:60][CH2:59][CH2:58][CH2:57]1. The yield is 0.0500. No catalyst specified.